Dataset: Reaction yield outcomes from USPTO patents with 853,638 reactions. Task: Predict the reaction yield, written as a fraction of the theoretical maximum amount of product (1.0 means a 100% yield; for example, 0.34 means a 34% yield). The reactants are O=P(Cl)(Cl)Cl.[NH2:6][C:7]1[N:8]=[CH:9][C:10]([C:26]2[CH:36]=[CH:35][C:29]([C:30]([N:32]([CH3:34])[CH3:33])=[O:31])=[CH:28][CH:27]=2)=[N:11][C:12]=1[C:13](=O)[NH:14][NH:15][C:16]([C:18]1[S:19][CH:20]=[CH:21][C:22]=1[O:23][CH3:24])=[O:17]. The catalyst is ClCCl. The product is [NH2:6][C:7]1[N:8]=[CH:9][C:10]([C:26]2[CH:36]=[CH:35][C:29]([C:30]([N:32]([CH3:34])[CH3:33])=[O:31])=[CH:28][CH:27]=2)=[N:11][C:12]=1[C:13]1[O:17][C:16]([C:18]2[S:19][CH:20]=[CH:21][C:22]=2[O:23][CH3:24])=[N:15][N:14]=1. The yield is 0.230.